From a dataset of Forward reaction prediction with 1.9M reactions from USPTO patents (1976-2016). Predict the product of the given reaction. (1) Given the reactants COC1C=CC(CN(CC2C=CC(OC)=CC=2)C2N=CC(C3C4CCNC=4N=C(N4CCOCC4)N=3)=CN=2)=CC=1.ClC(OCC=C)=O.[CH2:48]([O:51][C:52]([N:54]1[C:58]2[N:59]=[C:60]([N:88]3[CH2:93][CH2:92][O:91][CH2:90][CH2:89]3)[N:61]=[C:62]([C:63]3[CH:64]=[N:65][C:66]([N:69](CC4C=CC(OC)=CC=4)CC4C=CC(OC)=CC=4)=[N:67][CH:68]=3)[C:57]=2[CH2:56][CH2:55]1)=[O:53])[CH:49]=[CH2:50], predict the reaction product. The product is: [CH2:48]([O:51][C:52]([N:54]1[C:58]2[N:59]=[C:60]([N:88]3[CH2:89][CH2:90][O:91][CH2:92][CH2:93]3)[N:61]=[C:62]([C:63]3[CH:64]=[N:65][C:66]([NH2:69])=[N:67][CH:68]=3)[C:57]=2[CH2:56][CH2:55]1)=[O:53])[CH:49]=[CH2:50]. (2) Given the reactants [CH3:1][C@@H:2]1[C:31]([CH3:33])([CH3:32])[O:30][C@@:4]2([O:8][C@H:7]3[CH2:9][C@H:10]4[C@@H:15]5[CH2:16][CH2:17][C@H:18]6[CH2:23][C@H:22]([OH:24])[CH2:21][CH2:20][C@:19]6([CH3:25])[C@H:14]5[C@@H:13]([OH:26])[CH2:12][C@:11]4([CH3:27])[C@H:6]3[C@:5]2([OH:29])[CH3:28])[CH2:3]1.[CH3:34][C@@H:35]1[C:64]([CH3:66])([CH3:65])[O:63][C@:37]2([O:41][C@H:40]3[CH2:42][C@H:43]4[C@@H:48]5[CH2:49][CH2:50][C@H:51]6[CH2:56][C@H:55]([OH:57])[CH2:54][CH2:53][C@:52]6([CH3:58])[C@H:47]5[C@@H:46]([OH:59])[CH2:45][C@:44]4([CH3:60])[C@H:39]3[C@:38]2([OH:62])[CH3:61])[CH2:36]1, predict the reaction product. The product is: [CH3:1][C@@H:2]1[C:31]([CH3:32])([CH3:33])[O:30][C@@:4]2([O:8][C@H:7]3[CH2:9][C@H:10]4[C@@H:15]5[CH2:16][CH2:17][C@H:18]6[CH2:23][C@H:22]([OH:24])[CH2:21][CH2:20][C@:19]6([CH3:25])[C@H:14]5[C:13](=[O:26])[CH2:12][C@:11]4([CH3:27])[C@H:6]3[C@:5]2([OH:29])[CH3:28])[CH2:3]1.[CH3:34][C@@H:35]1[C:64]([CH3:65])([CH3:66])[O:63][C@@:37]2([O:41][C@H:40]3[CH2:42][C@H:43]4[C@@H:48]5[CH2:49][CH2:50][C@H:51]6[CH2:56][C:55](=[O:57])[CH2:54][CH2:53][C@:52]6([CH3:58])[C@H:47]5[C:46](=[O:59])[CH2:45][C@:44]4([CH3:60])[C@H:39]3[C@:38]2([OH:62])[CH3:61])[CH2:36]1. (3) The product is: [F:35][C:36]1[CH:41]=[C:40]([C:14]2[CH:15]=[C:10]([CH:5]([CH2:6][CH:7]([CH3:8])[CH3:9])[C:4]([OH:3])=[O:34])[CH:11]=[C:12]([C:24]3[CH:25]=[CH:26][C:27]([C:30]([F:32])([F:31])[F:33])=[CH:28][CH:29]=3)[CH:13]=2)[CH:39]=[CH:38][CH:37]=1. Given the reactants C([O:3][C:4](=[O:34])[CH:5]([C:10]1[CH:11]=[C:12]([C:24]2[CH:29]=[CH:28][C:27]([C:30]([F:33])([F:32])[F:31])=[CH:26][CH:25]=2)[CH:13]=[C:14](OS(C(F)(F)F)(=O)=O)[CH:15]=1)[CH2:6][CH:7]([CH3:9])[CH3:8])C.[F:35][C:36]1[CH:37]=[C:38](B(O)O)[CH:39]=[CH:40][CH:41]=1, predict the reaction product. (4) Given the reactants C(OC([N:8]1[CH2:12][CH2:11][CH2:10][CH:9]1[C:13]1[NH:17][C:16]2[CH:18]=[C:19]([C:22]3[CH:23]=[C:24]4[C:29](=[CH:30][CH:31]=3)[CH:28]=[C:27]([C:32]3[CH:52]=[CH:51][C:35]5[NH:36][C:37]([CH:39]6[CH2:43][CH2:42][CH2:41][N:40]6C(OC(C)(C)C)=O)=[N:38][C:34]=5[CH:33]=3)[CH:26]=[CH:25]4)[CH:20]=[CH:21][C:15]=2[N:14]=1)=O)(C)(C)C.C(O)(C(F)(F)F)=O, predict the reaction product. The product is: [CH:28]1[C:29]2[C:24](=[CH:23][C:22]([C:19]3[CH:20]=[CH:21][C:15]4[NH:14][C:13]([CH:9]5[CH2:10][CH2:11][CH2:12][NH:8]5)=[N:17][C:16]=4[CH:18]=3)=[CH:31][CH:30]=2)[CH:25]=[CH:26][C:27]=1[C:32]1[CH:52]=[CH:51][C:35]2[NH:36][C:37]([CH:39]3[CH2:43][CH2:42][CH2:41][NH:40]3)=[N:38][C:34]=2[CH:33]=1. (5) Given the reactants C[O:2][C:3]([C:5]1[S:6][C:7]([C:26]#[C:27][C:28]([CH3:31])([CH3:30])[CH3:29])=[CH:8][C:9]=1[N:10]1[CH:15]([CH:16]2[CH2:21][CH2:20][CH2:19][CH2:18][CH2:17]2)[CH2:14][CH2:13][C@H:12]([N:22]=[N+]=[N-])[C:11]1=[O:25])=[O:4].Cl[Sn]Cl.O[Li].O, predict the reaction product. The product is: [NH2:22][C@H:12]1[CH2:13][CH2:14][CH:15]([CH:16]2[CH2:17][CH2:18][CH2:19][CH2:20][CH2:21]2)[N:10]([C:9]2[CH:8]=[C:7]([C:26]#[C:27][C:28]([CH3:30])([CH3:31])[CH3:29])[S:6][C:5]=2[C:3]([OH:4])=[O:2])[C:11]1=[O:25]. (6) Given the reactants [CH3:1][O:2][C:3](=[O:26])[CH:4]([C:18]1[CH:23]=[CH:22][C:21]([Cl:24])=[C:20]([Cl:25])[CH:19]=1)[CH2:5][CH:6]1[CH2:10][CH2:9][CH2:8][CH:7]1[O:11]C1CCCCO1.C1(C)C=CC(S([O-])(=O)=O)=CC=1.[NH+]1C=CC=CC=1, predict the reaction product. The product is: [CH3:1][O:2][C:3](=[O:26])[CH:4]([C:18]1[CH:23]=[CH:22][C:21]([Cl:24])=[C:20]([Cl:25])[CH:19]=1)[CH2:5][CH:6]1[CH2:10][CH2:9][CH2:8][CH:7]1[OH:11].